From a dataset of Reaction yield outcomes from USPTO patents with 853,638 reactions. Predict the reaction yield, written as a fraction of the theoretical maximum amount of product (1.0 means a 100% yield; for example, 0.34 means a 34% yield). (1) The reactants are [F:1][C:2]1[CH:3]=[C:4]([C:9]2[N:10]=[C:11]([CH:19]3[CH2:24][CH2:23][NH:22][CH2:21][CH2:20]3)[N:12]([CH:14](N(C)C)[CH3:15])[CH:13]=2)[CH:5]=[CH:6][C:7]=1[F:8].Cl[C:26]1[C:27]2[CH:34]([CH2:35][CH3:36])[C:33](=[O:37])[NH:32][C:28]=2[N:29]=[CH:30][N:31]=1.C[CH2:39][N:40](C(C)C)[CH:41](C)C. The catalyst is CC(O)C. The product is [F:1][C:2]1[CH:3]=[C:4]([C:9]2[N:10]=[C:11]([CH:19]3[CH2:20][CH2:21][N:22]([C:26]4[C:27]5[CH:34]([CH2:35][CH3:36])[C:33](=[O:37])[NH:32][C:28]=5[N:29]=[CH:30][N:31]=4)[CH2:23][CH2:24]3)[N:12]([CH2:14][CH2:15][N:40]([CH3:41])[CH3:39])[CH:13]=2)[CH:5]=[CH:6][C:7]=1[F:8]. The yield is 0.241. (2) The reactants are [Br:1][CH2:2][CH2:3][N:4]1[C:8]([CH2:9]O)=[CH:7][C:6]([N+:11]([O-:13])=[O:12])=[N:5]1.O=S(Cl)[Cl:16]. The catalyst is C(Cl)(Cl)Cl. The product is [Br:1][CH2:2][CH2:3][N:4]1[C:8]([CH2:9][Cl:16])=[CH:7][C:6]([N+:11]([O-:13])=[O:12])=[N:5]1. The yield is 0.600. (3) The reactants are [CH2:1]([CH:8]1[CH2:13][CH2:12][N:11]([C:14]2[N:19]=[CH:18][N:17]=[C:16]([NH:20][NH:21][C:22](=[O:27])[CH2:23][CH:24]3[CH2:26][CH2:25]3)[CH:15]=2)[CH2:10][CH2:9]1)[C:2]1[CH:7]=[CH:6][CH:5]=[CH:4][CH:3]=1.C1C(=O)N([Cl:35])C(=O)C1.S(=O)(=O)(O)[O-].[Na+]. The catalyst is C(Cl)Cl.C(OCC)(=O)C. The product is [CH2:1]([CH:8]1[CH2:13][CH2:12][N:11]([C:14]2[N:19]=[CH:18][N:17]=[C:16]([NH:20][NH:21][C:22](=[O:27])[CH2:23][CH:24]3[CH2:26][CH2:25]3)[C:15]=2[Cl:35])[CH2:10][CH2:9]1)[C:2]1[CH:7]=[CH:6][CH:5]=[CH:4][CH:3]=1. The yield is 0.377. (4) The reactants are O=C(C)[S:3][CH2:4][CH2:5][CH2:6][CH2:7][CH2:8][CH2:9][CH2:10][CH2:11][CH2:12][CH2:13][CH2:14][O:15][CH2:16][CH2:17][O:18][CH2:19][CH2:20][O:21][CH2:22][CH2:23][O:24][C:25]1[CH:35]=[CH:34][C:28]([O:29][CH2:30][C:31]([OH:33])=[O:32])=[CH:27][CH:26]=1.C(O)(=O)C.NN. The catalyst is CO. The product is [SH:3][CH2:4][CH2:5][CH2:6][CH2:7][CH2:8][CH2:9][CH2:10][CH2:11][CH2:12][CH2:13][CH2:14][O:15][CH2:16][CH2:17][O:18][CH2:19][CH2:20][O:21][CH2:22][CH2:23][O:24][C:25]1[CH:35]=[CH:34][C:28]([O:29][CH2:30][C:31]([OH:33])=[O:32])=[CH:27][CH:26]=1. The yield is 0.800. (5) The reactants are [CH:1]([O:4][C:5]1[C:13]([CH3:14])=[CH:12][CH:11]=[CH:10][C:6]=1[C:7]([OH:9])=O)([CH3:3])[CH3:2].[CH2:15]([O:17][C:18]([C:20]1([NH2:31])[CH2:28][C:27]2[C:22](=[CH:23][CH:24]=[C:25]([O:29][CH3:30])[CH:26]=2)[CH2:21]1)=[O:19])[CH3:16].CN(C(ON1N=NC2C=CC=NC1=2)=[N+](C)C)C.F[P-](F)(F)(F)(F)F.CCN(C(C)C)C(C)C. The catalyst is CN(C=O)C. The product is [CH2:15]([O:17][C:18]([C:20]1([NH:31][C:7](=[O:9])[C:6]2[CH:10]=[CH:11][CH:12]=[C:13]([CH3:14])[C:5]=2[O:4][CH:1]([CH3:2])[CH3:3])[CH2:28][C:27]2[C:22](=[CH:23][CH:24]=[C:25]([O:29][CH3:30])[CH:26]=2)[CH2:21]1)=[O:19])[CH3:16]. The yield is 0.900. (6) The reactants are Br[C:2]1[N:7]2[N:8]=[C:9](N)[N:10]=[C:6]2[CH:5]=[CH:4][CH:3]=1.N([O-])=O.[Na+].[BrH:16]. The catalyst is O.[Cu]Br. The product is [Br:16][C:9]1[N:10]=[C:6]2[CH:5]=[CH:4][CH:3]=[CH:2][N:7]2[N:8]=1. The yield is 0.610. (7) The reactants are CS(O[CH2:6][C:7]1[CH:12]=[CH:11][C:10]([CH2:13][CH2:14][NH:15][C:16]([O:18][C:19]([CH3:22])([CH3:21])[CH3:20])=[O:17])=[CH:9][CH:8]=1)(=O)=O.[CH:23]([N:26](CC)[CH:27](C)C)(C)C.CNC. The catalyst is O1CCCC1. The product is [CH3:23][N:26]([CH2:6][C:7]1[CH:12]=[CH:11][C:10]([CH2:13][CH2:14][NH:15][C:16](=[O:17])[O:18][C:19]([CH3:22])([CH3:21])[CH3:20])=[CH:9][CH:8]=1)[CH3:27]. The yield is 0.540.